Predict the reaction yield, written as a fraction of the theoretical maximum amount of product (1.0 means a 100% yield; for example, 0.34 means a 34% yield). From a dataset of Reaction yield outcomes from USPTO patents with 853,638 reactions. (1) The reactants are Cl.[NH2:2][OH:3].C([O-])(=O)C.[Na+].[O:9]1[CH2:14][CH2:13][CH2:12][CH2:11][CH:10]1[N:15]1[C:19]2[CH:20]=[CH:21][C:22]([C:24](=O)[CH2:25][CH3:26])=[CH:23][C:18]=2[N:17]=[CH:16]1.O. The catalyst is CO. The product is [O:9]1[CH2:14][CH2:13][CH2:12][CH2:11][CH:10]1[N:15]1[C:19]2[CH:20]=[CH:21][C:22]([C:24](=[N:2][OH:3])[CH2:25][CH3:26])=[CH:23][C:18]=2[N:17]=[CH:16]1. The yield is 0.900. (2) The reactants are [OH:1][C@H:2]1[CH2:19][CH2:18][C@@:17]2([CH3:20])[CH:4]([C:5](=[O:22])[CH2:6][C@@H:7]3[C@@H:16]2[CH2:15][CH2:14][C@@:12]2([CH3:13])[C@H:8]3[CH2:9][CH2:10][C@@H:11]2[OH:21])[CH2:3]1.[CH2:23]1[CH2:36]OC23OCCOC2([C@]2(CC[C@H]4[C@@H](CC=C5[C@]4(C)CCCC5)[C@@H]2C3)C)[O:24]1. No catalyst specified. The product is [CH2:36]1[CH2:23][O:24][C:5]2([CH:4]3[C@:17]([CH3:20])([CH2:18][CH2:19][C@H:2]([OH:1])[CH2:3]3)[C@@H:16]3[C@H:7]([C@H:8]4[C@@:12]([CH2:14][CH2:15]3)([CH3:13])[C@@H:11]([OH:21])[CH2:10][CH2:9]4)[CH2:6]2)[O:22]1. The yield is 0.700.